This data is from NCI-60 drug combinations with 297,098 pairs across 59 cell lines. The task is: Regression. Given two drug SMILES strings and cell line genomic features, predict the synergy score measuring deviation from expected non-interaction effect. Drug 1: C1CN1C2=NC(=NC(=N2)N3CC3)N4CC4. Drug 2: C1CC(=O)NC(=O)C1N2C(=O)C3=CC=CC=C3C2=O. Cell line: U251. Synergy scores: CSS=33.7, Synergy_ZIP=0.869, Synergy_Bliss=-1.75, Synergy_Loewe=-21.2, Synergy_HSA=-4.43.